Dataset: Full USPTO retrosynthesis dataset with 1.9M reactions from patents (1976-2016). Task: Predict the reactants needed to synthesize the given product. (1) Given the product [Br:1][C:2]1[CH:3]=[C:4]2[C:9]([N:8]([C:12]([CH:14]3[CH2:15][CH2:16]3)=[O:13])[C@@H:7]([CH3:17])[CH2:6][N:5]2[C:29]([O:31][CH:32]([CH3:34])[CH3:33])=[O:30])=[CH:10][CH:11]=1, predict the reactants needed to synthesize it. The reactants are: [Br:1][C:2]1[CH:3]=[C:4]2[C:9](=[CH:10][CH:11]=1)[N:8]([C:12]([CH:14]1[CH2:16][CH2:15]1)=[O:13])[C@@H:7]([CH3:17])[CH2:6][NH:5]2.ClC(Cl)C.N1C=CC=CC=1.Cl[C:29]([O:31][CH:32]([CH3:34])[CH3:33])=[O:30]. (2) Given the product [CH3:29][N:3]1[N:2]=[N:1][C:5]([CH:6]2[CH2:11][CH:10]([C:12]([O:14][CH2:15][CH3:16])=[O:13])[CH2:9][CH2:8][N:7]2[C:17]([O:19][CH2:20][C:21]2[CH:22]=[CH:23][CH:24]=[CH:25][CH:26]=2)=[O:18])=[N:4]1.[CH3:29][N:4]1[C:5]([CH:6]2[CH2:11][CH:10]([C:12]([O:14][CH2:15][CH3:16])=[O:13])[CH2:9][CH2:8][N:7]2[C:17]([O:19][CH2:20][C:21]2[CH:22]=[CH:23][CH:24]=[CH:25][CH:26]=2)=[O:18])=[N:1][N:2]=[N:3]1, predict the reactants needed to synthesize it. The reactants are: [NH:1]1[C:5]([CH:6]2[CH2:11][CH:10]([C:12]([O:14][CH2:15][CH3:16])=[O:13])[CH2:9][CH2:8][N:7]2[C:17]([O:19][CH2:20][C:21]2[CH:26]=[CH:25][CH:24]=[CH:23][CH:22]=2)=[O:18])=[N:4][N:3]=[N:2]1.IC.[C:29]([O-])([O-])=O.[K+].[K+]. (3) Given the product [Cl:7][C:8]1[C:23]([F:24])=[CH:22][C:11]([C:12]([NH:14][C:15]2[CH:20]=[CH:19][NH:18][C:17](=[O:21])[CH:16]=2)=[O:13])=[C:10]([O:34][C:28]2[CH:29]=[CH:30][C:31]([F:33])=[CH:32][C:27]=2[Cl:26])[CH:9]=1, predict the reactants needed to synthesize it. The reactants are: C([O-])([O-])=O.[Cs+].[Cs+].[Cl:7][C:8]1[C:23]([F:24])=[CH:22][C:11]([C:12]([NH:14][C:15]2[CH:20]=[CH:19][NH:18][C:17](=[O:21])[CH:16]=2)=[O:13])=[C:10](F)[CH:9]=1.[Cl:26][C:27]1[CH:32]=[C:31]([F:33])[CH:30]=[CH:29][C:28]=1[OH:34]. (4) The reactants are: Br.[CH3:2][N:3]([CH3:25])[CH2:4][CH2:5][CH2:6][C:7]1([C:18]2[CH:23]=[CH:22][C:21]([F:24])=[CH:20][CH:19]=2)[C:11]2[CH:12]=[CH:13][C:14]([C:16]#[N:17])=[CH:15][C:10]=2[CH2:9][O:8]1.[NH:26]1[CH2:31][CH2:30][O:29][CH2:28][CH2:27]1. Given the product [CH3:25][N:3]([CH3:2])[CH2:4][CH2:5][CH2:6][C:7]1([C:18]2[CH:19]=[CH:20][C:21]([F:24])=[CH:22][CH:23]=2)[C:11]2[CH:12]=[CH:13][C:14]([C:16]([N:26]3[CH2:31][CH2:30][O:29][CH2:28][CH2:27]3)=[NH:17])=[CH:15][C:10]=2[CH2:9][O:8]1, predict the reactants needed to synthesize it. (5) Given the product [CH3:39][O:38][N:37]=[C:35]([C:32]1[CH:31]=[CH:30][C:29]([CH2:28][C:23]2[CH:22]=[C:21]([C@@:9]34[O:20][C@@:6]([CH2:40][OH:41])([CH2:7][O:8]3)[C@@H:5]([OH:4])[C@H:11]([OH:12])[C@H:10]4[OH:16])[CH:26]=[CH:25][C:24]=2[Cl:27])=[CH:34][CH:33]=1)[CH3:36], predict the reactants needed to synthesize it. The reactants are: C([O:4][C@H:5]1[C@H:11]([O:12]C(=O)C)[C@@H:10]([O:16]C(=O)C)[C@:9]2([C:21]3[CH:26]=[CH:25][C:24]([Cl:27])=[C:23]([CH2:28][C:29]4[CH:34]=[CH:33][C:32]([C:35](=[N:37][O:38][CH3:39])[CH3:36])=[CH:31][CH:30]=4)[CH:22]=3)[O:20][C@@:6]1([CH2:40][O:41]C(=O)C)[CH2:7][O:8]2)(=O)C.O.[OH-].[Li+].